This data is from Forward reaction prediction with 1.9M reactions from USPTO patents (1976-2016). The task is: Predict the product of the given reaction. Given the reactants Cl[C:2]1[N:7]=[C:6]([N:8]([CH3:20])[C:9]2[CH:14]=[CH:13][C:12]([O:15][C:16]([F:19])([F:18])[F:17])=[CH:11][CH:10]=2)[CH:5]=[C:4]([C:21]([F:24])([F:23])[F:22])[N:3]=1.C[NH:26][NH2:27], predict the reaction product. The product is: [NH:26]([C:2]1[N:7]=[C:6]([N:8]([CH3:20])[C:9]2[CH:14]=[CH:13][C:12]([O:15][C:16]([F:19])([F:18])[F:17])=[CH:11][CH:10]=2)[CH:5]=[C:4]([C:21]([F:24])([F:23])[F:22])[N:3]=1)[NH2:27].